From a dataset of Peptide-MHC class II binding affinity with 134,281 pairs from IEDB. Regression. Given a peptide amino acid sequence and an MHC pseudo amino acid sequence, predict their binding affinity value. This is MHC class II binding data. The binding affinity (normalized) is 0.182. The MHC is DRB1_0301 with pseudo-sequence DRB1_0301. The peptide sequence is DTFRKLFRVYSNFLR.